This data is from Full USPTO retrosynthesis dataset with 1.9M reactions from patents (1976-2016). The task is: Predict the reactants needed to synthesize the given product. (1) Given the product [CH2:27]([O:26][C:11]1[CH:12]=[C:13]2[C:8](=[CH:9][CH:10]=1)[NH:7][C:6]([C:4]([OH:5])=[O:3])=[C:14]2[CH2:15][CH2:16][CH2:17][NH:18][C:19]([O:21][C:22]([CH3:25])([CH3:24])[CH3:23])=[O:20])[C:28]1[CH:29]=[CH:30][CH:31]=[CH:32][CH:33]=1, predict the reactants needed to synthesize it. The reactants are: C([O:3][C:4]([C:6]1[NH:7][C:8]2[C:13]([C:14]=1[CH2:15][CH2:16][CH2:17][NH:18][C:19]([O:21][C:22]([CH3:25])([CH3:24])[CH3:23])=[O:20])=[CH:12][C:11]([O:26][CH2:27][C:28]1[CH:33]=[CH:32][CH:31]=[CH:30][CH:29]=1)=[CH:10][CH:9]=2)=[O:5])C.O.[OH-].[Li+].Cl. (2) Given the product [F:1][C:2]1[CH:7]=[CH:6][C:5]([C@H:8]2[O:9][CH2:10][CH2:11][NH:12][CH2:13]2)=[CH:4][C:3]=1[C:15]([F:18])([F:16])[F:17], predict the reactants needed to synthesize it. The reactants are: [F:1][C:2]1[CH:7]=[CH:6][C:5]([C@@H:8]2[CH2:13][NH:12][C:11](=O)[CH2:10][O:9]2)=[CH:4][C:3]=1[C:15]([F:18])([F:17])[F:16].[H-].[H-].[H-].[H-].[Li+].[Al+3]. (3) Given the product [CH3:20][C:5]1[CH:6]=[C:7]([C@@H:10]([NH:12][C:13](=[O:19])[O:14][C:15]([CH3:18])([CH3:17])[CH3:16])[CH3:11])[N:8]=[CH:9][C:4]=1[C:27]1[CH:26]=[CH:25][N:24]=[C:23]([C:22]([F:33])([F:32])[F:21])[CH:28]=1, predict the reactants needed to synthesize it. The reactants are: N#N.Br[C:4]1[C:5]([CH3:20])=[CH:6][C:7]([C@@H:10]([NH:12][C:13](=[O:19])[O:14][C:15]([CH3:18])([CH3:17])[CH3:16])[CH3:11])=[N:8][CH:9]=1.[F:21][C:22]([F:33])([F:32])[C:23]1[CH:28]=[C:27](B(O)O)[CH:26]=[CH:25][N:24]=1.C([O-])([O-])=O.[Na+].[Na+].